From a dataset of Forward reaction prediction with 1.9M reactions from USPTO patents (1976-2016). Predict the product of the given reaction. (1) Given the reactants COCCOCOC1C=CC=CC=1N1CCNCC1.C(=O)([O-])[O-].[K+].[K+].Cl[CH2:27][C:28]([NH:30][C:31]1[CH:36]=[CH:35][CH:34]=[CH:33][N:32]=1)=[O:29], predict the reaction product. The product is: [N:32]1[CH:33]=[CH:34][CH:35]=[CH:36][C:31]=1[NH:30][C:28](=[O:29])[CH3:27]. (2) Given the reactants CC1(C)C(C)(C)OB([C:9]2[CH:14]=[CH:13][C:12]([CH:15]3[CH2:18][N:17](C(OC(C)(C)C)=O)[CH2:16]3)=[CH:11][CH:10]=2)O1.Cl[C:28]1[N:37]=[C:36]([O:38][CH2:39][C@H:40]2[O:45][CH2:44][CH2:43][N:42]([C:46]([O:48][C:49]([CH3:52])([CH3:51])[CH3:50])=[O:47])[CH2:41]2)[C:31]2=[N:32][CH:33]=[CH:34][N:35]=[C:30]2[CH:29]=1.C([O-])([O-])=O.[Cs+].[Cs+].O1CCOCC1.O, predict the reaction product. The product is: [NH:17]1[CH2:16][CH:15]([C:12]2[CH:11]=[CH:10][C:9]([C:28]3[N:37]=[C:36]([O:38][CH2:39][C@H:40]4[O:45][CH2:44][CH2:43][N:42]([C:46]([O:48][C:49]([CH3:52])([CH3:51])[CH3:50])=[O:47])[CH2:41]4)[C:31]4=[N:32][CH:33]=[CH:34][N:35]=[C:30]4[CH:29]=3)=[CH:14][CH:13]=2)[CH2:18]1. (3) Given the reactants [OH:1][C:2]1[CH:10]=[CH:9][C:8]([C:11]2[N:12]([C:27]([O:29][C:30]([CH3:33])([CH3:32])[CH3:31])=[O:28])[C:13]3[C:18]([CH:19]=2)=[CH:17][C:16]([CH2:20][N:21]2[CH2:26][CH2:25][CH2:24][CH2:23][CH2:22]2)=[CH:15][CH:14]=3)=[C:7]2[C:3]=1[CH2:4][NH:5][C:6]2=[O:34].C(N(CC)CC)C.[Cl:42][C:43]1[CH:48]=[CH:47][CH:46]=[C:45]([Cl:49])[C:44]=1[S:50](Cl)(=[O:52])=[O:51], predict the reaction product. The product is: [Cl:42][C:43]1[CH:48]=[CH:47][CH:46]=[C:45]([Cl:49])[C:44]=1[S:50]([O:1][C:2]1[CH:10]=[CH:9][C:8]([C:11]2[N:12]([C:27]([O:29][C:30]([CH3:31])([CH3:33])[CH3:32])=[O:28])[C:13]3[C:18]([CH:19]=2)=[CH:17][C:16]([CH2:20][N:21]2[CH2:26][CH2:25][CH2:24][CH2:23][CH2:22]2)=[CH:15][CH:14]=3)=[C:7]2[C:3]=1[CH2:4][NH:5][C:6]2=[O:34])(=[O:52])=[O:51]. (4) Given the reactants [CH2:1]([O:3][C:4]1[CH:5]=[C:6]([C:13](=[O:44])[CH2:14][CH2:15][C:16]([NH:18][C:19]2[CH:28]=[C:27]([C:29]3[CH:43]=[CH:42][C:32]([O:33][CH2:34][C:35]([O:37]C(C)(C)C)=[O:36])=[CH:31][CH:30]=3)[C:26]3[C:21](=[CH:22][CH:23]=[CH:24][CH:25]=3)[N:20]=2)=[O:17])[CH:7]=[CH:8][C:9]=1[O:10][CH2:11][CH3:12])[CH3:2], predict the reaction product. The product is: [CH2:1]([O:3][C:4]1[CH:5]=[C:6]([C:13](=[O:44])[CH2:14][CH2:15][C:16]([NH:18][C:19]2[CH:28]=[C:27]([C:29]3[CH:43]=[CH:42][C:32]([O:33][CH2:34][C:35]([OH:37])=[O:36])=[CH:31][CH:30]=3)[C:26]3[C:21](=[CH:22][CH:23]=[CH:24][CH:25]=3)[N:20]=2)=[O:17])[CH:7]=[CH:8][C:9]=1[O:10][CH2:11][CH3:12])[CH3:2]. (5) The product is: [Cl:17][C:5]1[C:6]([C:8]2[N:12]3[CH:13]=[CH:14][CH:15]=[CH:16][C:11]3=[N:10][CH:9]=2)=[N:7][C:2]([NH:18][C:19]2[CH:24]=[CH:23][C:22]([N:25]3[CH2:26][CH2:27][NH:28][CH2:29][CH2:30]3)=[CH:21][C:20]=2[O:34][CH3:35])=[N:3][CH:4]=1. Given the reactants Cl[C:2]1[N:7]=[C:6]([C:8]2[N:12]3[CH:13]=[CH:14][CH:15]=[CH:16][C:11]3=[N:10][CH:9]=2)[C:5]([Cl:17])=[CH:4][N:3]=1.[NH2:18][C:19]1[CH:24]=[CH:23][C:22]([N:25]2[CH2:30][CH2:29][N:28](C(=O)C)[CH2:27][CH2:26]2)=[CH:21][C:20]=1[O:34][CH3:35].C1(C)C=CC(S(O)(=O)=O)=CC=1.N, predict the reaction product. (6) Given the reactants [N:1]1[N:2]([C:6]2[CH:7]=[C:8]([CH2:12][OH:13])[CH:9]=[CH:10][CH:11]=2)[N:3]=[CH:4][CH:5]=1, predict the reaction product. The product is: [N:1]1[N:2]([C:6]2[CH:7]=[C:8]([CH:9]=[CH:10][CH:11]=2)[CH:12]=[O:13])[N:3]=[CH:4][CH:5]=1. (7) Given the reactants [C:1]([C:3]1[C:4]([S:9]CCC(OC)=O)=[N:5][CH:6]=[CH:7][N:8]=1)#[N:2].[OH-].[Na+].[H][H], predict the reaction product. The product is: [SH:9][C:4]1[C:3]([C:1]#[N:2])=[N:8][CH:7]=[CH:6][N:5]=1. (8) Given the reactants [OH:1][C@H:2]1[C@@H:7]([OH:8])[C@H:6]([OH:9])[C@@H:5]([CH2:10][OH:11])[O:4][C@@H:3]1[C:12]#[C:13][C:14]1[CH:19]=[CH:18][C:17]2[C:20]3[C:25]([C:26]4([CH2:31][CH2:30][N:29]([C:32](=[O:34])[CH3:33])[CH2:28][CH2:27]4)[C:16]=2[CH:15]=1)=[CH:24][C:23]([C:35]#[C:36][C@@H:37]1[C@@H:42]([OH:43])[C@@H:41]([OH:44])[C@H:40]([OH:45])[C@@H:39]([CH2:46][OH:47])[O:38]1)=[CH:22][CH:21]=3.C(O[C:52](=[O:54])[CH3:53])(=O)C, predict the reaction product. The product is: [C:7]([O:47][CH2:46][C@@H:39]1[C@@H:40]([O:45][C:42](=[O:43])[CH3:41])[C@H:41]([O:44][C:40](=[O:45])[CH3:39])[C@H:42]([O:43][C:37](=[O:38])[CH3:36])[C@@H:37]([C:36]#[C:35][C:23]2[CH:22]=[CH:21][C:20]3[C:17]4[C:16]([C:26]5([CH2:31][CH2:30][N:29]([C:32](=[O:34])[CH3:33])[CH2:28][CH2:27]5)[C:25]=3[CH:24]=2)=[CH:15][C:14]([C:13]#[C:12][C@@H:3]2[C@@H:2]([O:1][C:32](=[O:34])[CH3:33])[C@@H:7]([O:8][C:5](=[O:4])[CH3:10])[C@H:6]([O:9][C:2](=[O:1])[CH3:3])[C@@H:5]([CH2:10][O:11][C:52](=[O:54])[CH3:53])[O:4]2)=[CH:19][CH:18]=4)[O:38]1)(=[O:8])[CH3:6]. (9) Given the reactants [CH3:1][O:2][C:3]1[CH:4]=[C:5]2[C:10](=[CH:11][CH:12]=1)[CH:9]=[C:8]([C:13]1[N:14]=[C:15]([C:24]([CH3:28])([CH3:27])[CH2:25][NH2:26])[NH:16][C:17]=1[C:18]1[CH:23]=[CH:22][N:21]=[CH:20][CH:19]=1)[CH:7]=[CH:6]2.CCN(C(C)C)C(C)C.[CH2:38]([N:40]=[C:41]=[O:42])[CH3:39], predict the reaction product. The product is: [CH2:38]([NH:40][C:41]([NH:26][CH2:25][C:24]([C:15]1[NH:16][C:17]([C:18]2[CH:23]=[CH:22][N:21]=[CH:20][CH:19]=2)=[C:13]([C:8]2[CH:7]=[CH:6][C:5]3[C:10](=[CH:11][CH:12]=[C:3]([O:2][CH3:1])[CH:4]=3)[CH:9]=2)[N:14]=1)([CH3:28])[CH3:27])=[O:42])[CH3:39].